From a dataset of Full USPTO retrosynthesis dataset with 1.9M reactions from patents (1976-2016). Predict the reactants needed to synthesize the given product. Given the product [CH:21]([C:22]1[CH:30]=[CH:29][C:27]([O:28][CH2:2][C:3]2[N:4]=[C:5]([C:9]3[CH:10]=[CH:11][C:12]([CH3:19])=[C:13]([CH:18]=3)[C:14]([O:16][CH3:17])=[O:15])[O:6][C:7]=2[CH3:8])=[C:24]([O:25][CH3:26])[CH:23]=1)=[O:20], predict the reactants needed to synthesize it. The reactants are: Cl[CH2:2][C:3]1[N:4]=[C:5]([C:9]2[CH:10]=[CH:11][C:12]([CH3:19])=[C:13]([CH:18]=2)[C:14]([O:16][CH3:17])=[O:15])[O:6][C:7]=1[CH3:8].[O:20]=[CH:21][C:22]1[CH:30]=[CH:29][C:27]([OH:28])=[C:24]([O:25][CH3:26])[CH:23]=1.C(=O)([O-])[O-].[K+].[K+].CN(C)C=O.